From a dataset of Reaction yield outcomes from USPTO patents with 853,638 reactions. Predict the reaction yield, written as a fraction of the theoretical maximum amount of product (1.0 means a 100% yield; for example, 0.34 means a 34% yield). The reactants are [N+:1]([C:4]1[CH:12]=[C:11]2[C:7]([CH2:8][CH2:9][NH:10]2)=[CH:6][CH:5]=1)([O-:3])=[O:2].CCN(CC)CC.[C:20](Cl)(=[O:22])[CH3:21]. The catalyst is C1COCC1. The product is [C:20]([N:10]1[C:11]2[C:7](=[CH:6][CH:5]=[C:4]([N+:1]([O-:3])=[O:2])[CH:12]=2)[CH2:8][CH2:9]1)(=[O:22])[CH3:21]. The yield is 1.00.